Dataset: NCI-60 drug combinations with 297,098 pairs across 59 cell lines. Task: Regression. Given two drug SMILES strings and cell line genomic features, predict the synergy score measuring deviation from expected non-interaction effect. (1) Drug 1: CC1=C(C=C(C=C1)NC2=NC=CC(=N2)N(C)C3=CC4=NN(C(=C4C=C3)C)C)S(=O)(=O)N.Cl. Drug 2: CN1C2=C(C=C(C=C2)N(CCCl)CCCl)N=C1CCCC(=O)O.Cl. Cell line: HS 578T. Synergy scores: CSS=15.5, Synergy_ZIP=1.73, Synergy_Bliss=8.51, Synergy_Loewe=1.40, Synergy_HSA=5.69. (2) Drug 2: CC1C(C(=O)NC(C(=O)N2CCCC2C(=O)N(CC(=O)N(C(C(=O)O1)C(C)C)C)C)C(C)C)NC(=O)C3=C4C(=C(C=C3)C)OC5=C(C(=O)C(=C(C5=N4)C(=O)NC6C(OC(=O)C(N(C(=O)CN(C(=O)C7CCCN7C(=O)C(NC6=O)C(C)C)C)C)C(C)C)C)N)C. Cell line: OVCAR-8. Drug 1: C1CC(=O)NC(=O)C1N2CC3=C(C2=O)C=CC=C3N. Synergy scores: CSS=5.34, Synergy_ZIP=6.45, Synergy_Bliss=13.6, Synergy_Loewe=15.0, Synergy_HSA=13.9. (3) Drug 1: COC1=NC(=NC2=C1N=CN2C3C(C(C(O3)CO)O)O)N. Drug 2: C1=CC=C(C(=C1)C(C2=CC=C(C=C2)Cl)C(Cl)Cl)Cl. Cell line: MDA-MB-231. Synergy scores: CSS=17.5, Synergy_ZIP=-9.21, Synergy_Bliss=-1.60, Synergy_Loewe=-7.81, Synergy_HSA=-0.850. (4) Drug 1: C1CCC(CC1)NC(=O)N(CCCl)N=O. Drug 2: C1=CC(=CC=C1CC(C(=O)O)N)N(CCCl)CCCl.Cl. Cell line: IGROV1. Synergy scores: CSS=41.6, Synergy_ZIP=0.347, Synergy_Bliss=3.51, Synergy_Loewe=6.10, Synergy_HSA=8.04.